Dataset: Full USPTO retrosynthesis dataset with 1.9M reactions from patents (1976-2016). Task: Predict the reactants needed to synthesize the given product. (1) Given the product [C@@H:6]1([O:24][C:25]2[C:29]([CH2:30][C:31]3[CH:36]=[CH:35][C:34]([O:37][CH2:38][CH2:39][C:40](=[O:48])[NH:41][C:42]([C:45]([N:57]4[CH2:58][CH2:59][N:54]([CH3:53])[CH2:55][CH2:56]4)=[O:46])([CH3:43])[CH3:44])=[CH:33][C:32]=3[CH3:49])=[C:28]([CH:50]([CH3:51])[CH3:52])[NH:27][N:26]=2)[O:7][C@H:8]([CH2:19][OH:20])[C@@H:9]([OH:15])[C@H:10]([OH:11])[C@H:5]1[OH:4], predict the reactants needed to synthesize it. The reactants are: C([O:4][C@@H:5]1[C@@H:10]([O:11]C(=O)C)[C@H:9]([O:15]C(=O)C)[C@@H:8]([CH2:19][O:20]C(=O)C)[O:7][C@H:6]1[O:24][C:25]1[C:29]([CH2:30][C:31]2[CH:36]=[CH:35][C:34]([O:37][CH2:38][CH2:39][C:40](=[O:48])[NH:41][C:42]([C:45](O)=[O:46])([CH3:44])[CH3:43])=[CH:33][C:32]=2[CH3:49])=[C:28]([CH:50]([CH3:52])[CH3:51])[NH:27][N:26]=1)(=O)C.[CH3:53][N:54]1[CH2:59][CH2:58][NH:57][CH2:56][CH2:55]1.NC(C)(C)C(N)=O. (2) Given the product [CH2:1]([O:8][C:9]([N:11]1[CH2:17][CH2:16][C:15]([CH2:31][C:32]([OH:34])=[O:33])([C:18]2[CH:23]=[CH:22][C:21]([O:24][C:25]3[CH:26]=[CH:27][CH:28]=[CH:29][CH:30]=3)=[CH:20][CH:19]=2)[S:14](=[O:39])(=[O:40])[CH2:13][CH2:12]1)=[O:10])[C:2]1[CH:7]=[CH:6][CH:5]=[CH:4][CH:3]=1, predict the reactants needed to synthesize it. The reactants are: [CH2:1]([O:8][C:9]([N:11]1[CH2:17][CH2:16][C:15]([CH2:31][C:32]([O:34]C(C)(C)C)=[O:33])([C:18]2[CH:23]=[CH:22][C:21]([O:24][C:25]3[CH:30]=[CH:29][CH:28]=[CH:27][CH:26]=3)=[CH:20][CH:19]=2)[S:14](=[O:40])(=[O:39])[CH2:13][CH2:12]1)=[O:10])[C:2]1[CH:7]=[CH:6][CH:5]=[CH:4][CH:3]=1. (3) Given the product [NH2:2][CH2:1][C:3]1[CH:8]=[CH:7][C:6]([F:9])=[CH:5][N:4]=1, predict the reactants needed to synthesize it. The reactants are: [C:1]([C:3]1[CH:8]=[CH:7][C:6]([F:9])=[CH:5][N:4]=1)#[N:2].C(O)C.N. (4) Given the product [Cl:1][C:2]1[N:3]=[C:4]([N:18]2[CH2:19][CH2:20][O:21][CH2:22][CH2:23]2)[C:5]2[S:10][C:9]([CH2:11][N:12]3[CH2:17][CH2:16][N:15]([S:29]([CH2:28][S:25]([CH3:24])(=[O:27])=[O:26])(=[O:31])=[O:30])[CH2:14][CH2:13]3)=[CH:8][C:6]=2[N:7]=1, predict the reactants needed to synthesize it. The reactants are: [Cl:1][C:2]1[N:3]=[C:4]([N:18]2[CH2:23][CH2:22][O:21][CH2:20][CH2:19]2)[C:5]2[S:10][C:9]([CH2:11][N:12]3[CH2:17][CH2:16][NH:15][CH2:14][CH2:13]3)=[CH:8][C:6]=2[N:7]=1.[CH3:24][S:25]([CH2:28][S:29](Cl)(=[O:31])=[O:30])(=[O:27])=[O:26]. (5) The reactants are: [C:1]([O:5][C:6]([N:8]1[CH2:13][CH2:12][CH2:11][CH2:10][C@H:9]1[CH2:14][NH2:15])=[O:7])([CH3:4])([CH3:3])[CH3:2].Cl[C:17]1[CH:26]=[N:25][C:24]2[C:19](=[CH:20][C:21]([F:28])=[C:22]([F:27])[CH:23]=2)[N:18]=1. Given the product [C:1]([O:5][C:6]([N:8]1[CH2:13][CH2:12][CH2:11][CH2:10][C@H:9]1[CH2:14][NH:15][C:26]1[CH:17]=[N:18][C:19]2[C:24](=[CH:23][C:22]([F:27])=[C:21]([F:28])[CH:20]=2)[N:25]=1)=[O:7])([CH3:4])([CH3:3])[CH3:2], predict the reactants needed to synthesize it. (6) The reactants are: [N+:1]([CH2:4][CH2:5][O:6][C:7]1[CH:17]=[C:16]([O:18][CH3:19])[C:15]([O:20][CH3:21])=[CH:14][C:8]=1[C:9]([O:11][CH2:12][CH3:13])=[O:10])([O-])=O.[NH4+].[OH-].S(S([O-])=O)([O-])=O.[Na+].[Na+].Cl.[OH-].[Na+]. Given the product [NH2:1][CH2:4][CH2:5][O:6][C:7]1[CH:17]=[C:16]([O:18][CH3:19])[C:15]([O:20][CH3:21])=[CH:14][C:8]=1[C:9]([O:11][CH2:12][CH3:13])=[O:10], predict the reactants needed to synthesize it.